Task: Predict the reactants needed to synthesize the given product.. Dataset: Full USPTO retrosynthesis dataset with 1.9M reactions from patents (1976-2016) (1) Given the product [CH3:1][O:2][C:3]1[C:16]([O:17][CH3:18])=[CH:15][CH:14]=[C:13]([C:19]2[CH:20]=[C:21]3[C:25](=[CH:26][CH:27]=2)[C:24](=[O:28])[CH2:23][CH2:22]3)[C:4]=1[O:5][CH2:6][C:7]([CH3:11])([CH3:12])[C:8]([NH:32][CH2:29][CH2:30][CH3:31])=[O:10], predict the reactants needed to synthesize it. The reactants are: [CH3:1][O:2][C:3]1[C:16]([O:17][CH3:18])=[CH:15][CH:14]=[C:13]([C:19]2[CH:20]=[C:21]3[C:25](=[CH:26][CH:27]=2)[C:24](=[O:28])[CH2:23][CH2:22]3)[C:4]=1[O:5][CH2:6][C:7]([CH3:12])([CH3:11])[C:8]([OH:10])=O.[CH2:29]([NH2:32])[CH2:30][CH3:31].COC1C(OC)=CC=C(C2C=C3C(=CC=2)C(=O)CC3)C=1OCC(C)(C)C(NC)=O. (2) Given the product [CH3:24][N:25]1[CH2:29][CH2:28][CH2:27][CH:26]1[CH2:30][CH2:31][NH:32][C:7]([C:6]1[C:5]2[CH:10]=[CH:11][C:12]([O:14][C:15]3[CH:20]=[CH:19][N:18]=[C:17]4[CH:21]=[CH:22][S:23][C:16]=34)=[CH:13][C:4]=2[O:3][C:2]=1[CH3:1])=[O:8], predict the reactants needed to synthesize it. The reactants are: [CH3:1][C:2]1[O:3][C:4]2[CH:13]=[C:12]([O:14][C:15]3[CH:20]=[CH:19][N:18]=[C:17]4[CH:21]=[CH:22][S:23][C:16]=34)[CH:11]=[CH:10][C:5]=2[C:6]=1[C:7](Cl)=[O:8].[CH3:24][N:25]1[CH2:29][CH2:28][CH2:27][CH:26]1[CH2:30][CH2:31][NH2:32]. (3) Given the product [C:37]([Si:41]([CH3:58])([CH3:57])[O:42][CH:43]([C:45]1[O:46][C:47]([CH2:50][N:51]2[N:55]=[C:54]([NH:56][C:9]([C:7]3[N:8]=[C:4]([CH3:3])[O:5][C:6]=3[C:12]3[CH:17]=[CH:16][CH:15]=[C:14]([O:18][C:19]([F:22])([F:21])[F:20])[CH:13]=3)=[O:11])[CH:53]=[N:52]2)=[CH:48][N:49]=1)[CH3:44])([CH3:40])([CH3:39])[CH3:38], predict the reactants needed to synthesize it. The reactants are: N#N.[CH3:3][C:4]1[O:5][C:6]([C:12]2[CH:17]=[CH:16][CH:15]=[C:14]([O:18][C:19]([F:22])([F:21])[F:20])[CH:13]=2)=[C:7]([C:9]([OH:11])=O)[N:8]=1.C1C=CC2N(O)N=NC=2C=1.C(Cl)CCl.[C:37]([Si:41]([CH3:58])([CH3:57])[O:42][CH:43]([C:45]1[O:46][C:47]([CH2:50][N:51]2[N:55]=[C:54]([NH2:56])[CH:53]=[N:52]2)=[CH:48][N:49]=1)[CH3:44])([CH3:40])([CH3:39])[CH3:38]. (4) Given the product [Br:5][C:4]1[C:3]2[O:2][CH:1]=[CH:12][C:13]=2[CH:14]=[C:15]([F:17])[CH:16]=1, predict the reactants needed to synthesize it. The reactants are: [CH3:1][O:2][CH:3](OC)[CH2:4][Br:5].[I-].[Na+].BrC1[CH:16]=[C:15]([F:17])[CH:14]=[CH:13][C:12]=1O.C(=O)([O-])[O-].[K+].[K+]. (5) Given the product [CH2:6]([O:13][C:14]1[CH:19]=[CH:18][N:17]([C@@H:34]([CH2:33][C:27]2[CH:32]=[CH:31][CH:30]=[CH:29][CH:28]=2)[C:35]([O:37][CH3:38])=[O:36])[C:16](=[O:20])[CH:15]=1)[C:7]1[CH:8]=[CH:9][CH:10]=[CH:11][CH:12]=1, predict the reactants needed to synthesize it. The reactants are: O1CCCC1.[CH2:6]([O:13][C:14]1[CH:19]=[CH:18][NH:17][C:16](=[O:20])[CH:15]=1)[C:7]1[CH:12]=[CH:11][CH:10]=[CH:9][CH:8]=1.CC(C)([O-])C.[K+].[C:27]1([CH2:33][C@@H:34](OS(C(F)(F)F)(=O)=O)[C:35]([O:37][CH3:38])=[O:36])[CH:32]=[CH:31][CH:30]=[CH:29][CH:28]=1. (6) Given the product [CH3:10][O:9][C:7]1[CH:8]=[C:3]([O:2][CH3:1])[N:4]=[C:5]([O:11][CH:12]([C:16]2[CH:21]=[CH:20][CH:19]=[CH:18][CH:17]=2)[C:13]([N:34]([CH2:35][CH3:36])[CH2:32][CH3:33])=[O:15])[N:6]=1, predict the reactants needed to synthesize it. The reactants are: [CH3:1][O:2][C:3]1[CH:8]=[C:7]([O:9][CH3:10])[N:6]=[C:5]([O:11][CH:12]([C:16]2[CH:21]=[CH:20][CH:19]=[CH:18][CH:17]=2)[C:13]([OH:15])=O)[N:4]=1.C1C=CC2N(O)N=NC=2C=1.[CH2:32]([NH:34][CH2:35][CH3:36])[CH3:33].CCN=C=NCCCN(C)C.Cl.